This data is from TCR-epitope binding with 47,182 pairs between 192 epitopes and 23,139 TCRs. The task is: Binary Classification. Given a T-cell receptor sequence (or CDR3 region) and an epitope sequence, predict whether binding occurs between them. The epitope is PKYVKQNTLKLAT. The TCR CDR3 sequence is CASSLGQGEAFF. Result: 1 (the TCR binds to the epitope).